Task: Predict which catalyst facilitates the given reaction.. Dataset: Catalyst prediction with 721,799 reactions and 888 catalyst types from USPTO (1) Reactant: Cl[C:2]1[N:3]=[C:4]([CH2:12][OH:13])[CH:5]=[C:6]2[CH:10]([CH3:11])[CH2:9][O:8][C:7]=12.[OH-].[Na+]. Product: [CH3:11][CH:10]1[C:6]2[C:7](=[CH:2][N:3]=[C:4]([CH2:12][OH:13])[CH:5]=2)[O:8][CH2:9]1. The catalyst class is: 723. (2) Reactant: [N:1]1[CH:6]=[CH:5][CH:4]=[CH:3][C:2]=1[C:7]1[O:8][C:9]2[CH2:14][CH2:13][NH:12][CH2:11][C:10]=2[N:15]=1.Br[C:17]1[CH:18]=[C:19]([CH:22]=[CH:23][N:24]=1)[C:20]#[N:21].CCN(C(C)C)C(C)C.O. Product: [N:1]1[CH:6]=[CH:5][CH:4]=[CH:3][C:2]=1[C:7]1[O:8][C:9]2[CH2:14][CH2:13][N:12]([C:17]3[CH:18]=[C:19]([CH:22]=[CH:23][N:24]=3)[C:20]#[N:21])[CH2:11][C:10]=2[N:15]=1. The catalyst class is: 3. (3) Reactant: [OH:1][C:2]1[CH:17]=[CH:16][CH:15]=[CH:14][C:3]=1[C:4]([NH:6][C:7]([CH3:13])([CH3:12])[C:8]([O:10][CH3:11])=[O:9])=[O:5].C([O-])([O-])=O.[K+].[K+].Cl[CH2:25][CH:26]1[CH2:28][O:27]1. Product: [CH3:13][C:7]([NH:6][C:4](=[O:5])[C:3]1[CH:14]=[CH:15][CH:16]=[CH:17][C:2]=1[O:1][CH2:25][CH:26]1[CH2:28][O:27]1)([CH3:12])[C:8]([O:10][CH3:11])=[O:9]. The catalyst class is: 290. (4) Reactant: [Si:1]([O:8][CH2:9][CH2:10][CH2:11][CH2:12][CH2:13][O:14][C:15]1[C:16]([Se:29][C:30]2[CH:40]=[CH:39][C:33]([C:34]([O:36]CC)=[O:35])=[CH:32][N:31]=2)=[CH:17][C:18]2[C:19]([CH3:28])([CH3:27])[CH2:20][CH2:21][C:22]([CH3:26])([CH3:25])[C:23]=2[CH:24]=1)([C:4]([CH3:7])([CH3:6])[CH3:5])([CH3:3])[CH3:2].[OH-].[Na+]. Product: [Si:1]([O:8][CH2:9][CH2:10][CH2:11][CH2:12][CH2:13][O:14][C:15]1[C:16]([Se:29][C:30]2[CH:40]=[CH:39][C:33]([C:34]([OH:36])=[O:35])=[CH:32][N:31]=2)=[CH:17][C:18]2[C:19]([CH3:27])([CH3:28])[CH2:20][CH2:21][C:22]([CH3:26])([CH3:25])[C:23]=2[CH:24]=1)([C:4]([CH3:5])([CH3:6])[CH3:7])([CH3:3])[CH3:2]. The catalyst class is: 219. (5) Reactant: [NH2:1][C:2]1[CH:10]=[CH:9][C:5]([C:6]([OH:8])=O)=[CH:4][CH:3]=1.[CH3:11][N:12]([CH3:19])[CH2:13][C:14]([CH3:18])([CH3:17])[CH2:15][NH2:16].CCN(C(C)C)C(C)C.CN(C(ON1N=NC2C=CC=NC1=2)=[N+](C)C)C.F[P-](F)(F)(F)(F)F. Product: [NH2:1][C:2]1[CH:3]=[CH:4][C:5]([C:6]([NH:16][CH2:15][C:14]([CH3:18])([CH3:17])[CH2:13][N:12]([CH3:19])[CH3:11])=[O:8])=[CH:9][CH:10]=1. The catalyst class is: 3. (6) Reactant: [CH3:1][O:2][C:3]1[CH:4]=[C:5]([CH:11]([OH:14])[C:12]#N)[CH:6]=[CH:7][C:8]=1[O:9][CH3:10].Cl.[O:16]1CCOC[CH2:17]1.CC[O:24]CC. Product: [CH3:1][O:2][C:3]1[CH:4]=[C:5]([CH:11]([OH:14])[C:12]([O:16][CH3:17])=[O:24])[CH:6]=[CH:7][C:8]=1[O:9][CH3:10]. The catalyst class is: 5. (7) Reactant: C([N:4]1[C:12]2[C:7](=[CH:8][C:9]([NH:13][C:14]([C:16]3[C:17]([C:22]4[CH:27]=[CH:26][C:25]([CH3:28])=[CH:24][CH:23]=4)=[CH:18][CH:19]=[CH:20][CH:21]=3)=[O:15])=[CH:10][CH:11]=2)[CH2:6][CH2:5]1)(=O)C.[ClH:29]. Product: [ClH:29].[NH:4]1[C:12]2[C:7](=[CH:8][C:9]([NH:13][C:14]([C:16]3[C:17]([C:22]4[CH:23]=[CH:24][C:25]([CH3:28])=[CH:26][CH:27]=4)=[CH:18][CH:19]=[CH:20][CH:21]=3)=[O:15])=[CH:10][CH:11]=2)[CH2:6][CH2:5]1. The catalyst class is: 111.